Dataset: Peptide-MHC class I binding affinity with 185,985 pairs from IEDB/IMGT. Task: Regression. Given a peptide amino acid sequence and an MHC pseudo amino acid sequence, predict their binding affinity value. This is MHC class I binding data. The peptide sequence is IEYIHFLIRQL. The MHC is H-2-Kk with pseudo-sequence H-2-Kk. The binding affinity (normalized) is 0.777.